This data is from Reaction yield outcomes from USPTO patents with 853,638 reactions. The task is: Predict the reaction yield, written as a fraction of the theoretical maximum amount of product (1.0 means a 100% yield; for example, 0.34 means a 34% yield). (1) The reactants are Cl[C:2]1[C:11]2[C:6](=[CH:7][C:8]([O:17][CH2:18][CH2:19][O:20][CH3:21])=[C:9]([O:12][CH2:13][CH2:14][O:15][CH3:16])[CH:10]=2)[N:5]=[CH:4][N:3]=1.[F:22][C:23]1[CH:24]=[C:25]([CH2:30][C:31]([OH:33])=[O:32])[CH:26]=[CH:27][C:28]=1[OH:29]. No catalyst specified. The product is [F:22][C:23]1[CH:24]=[C:25]([CH2:30][C:31]([OH:33])=[O:32])[CH:26]=[CH:27][C:28]=1[O:29][C:2]1[C:11]2[C:6](=[CH:7][C:8]([O:17][CH2:18][CH2:19][O:20][CH3:21])=[C:9]([O:12][CH2:13][CH2:14][O:15][CH3:16])[CH:10]=2)[N:5]=[CH:4][N:3]=1. The yield is 0.410. (2) The yield is 0.960. The catalyst is C(Cl)Cl. The product is [CH2:31]([NH:38][C:39]([NH:13][C@H:12]([C:14]1[N:15]=[C:16]([C:19]2[S:20][CH:21]=[CH:22][CH:23]=2)[S:17][CH:18]=1)[CH2:11][C:8]1[CH:7]=[CH:6][C:5]([N+:2]([O-:4])=[O:3])=[CH:10][CH:9]=1)=[O:40])[C:32]1[CH:37]=[CH:36][CH:35]=[CH:34][CH:33]=1. The reactants are Br.[N+:2]([C:5]1[CH:10]=[CH:9][C:8]([CH2:11][C@@H:12]([C:14]2[N:15]=[C:16]([C:19]3[S:20][CH:21]=[CH:22][CH:23]=3)[S:17][CH:18]=2)[NH2:13])=[CH:7][CH:6]=1)([O-:4])=[O:3].CCN(CC)CC.[CH2:31]([N:38]=[C:39]=[O:40])[C:32]1[CH:37]=[CH:36][CH:35]=[CH:34][CH:33]=1. (3) The reactants are [CH:1]1([CH:7]([C:9]2[C:10]([O:25][CH3:26])=[N:11][N:12]([C:14]3[CH:19]=[CH:18][C:17]([O:20][C:21]([F:24])([F:23])[F:22])=[CH:16][CH:15]=3)[CH:13]=2)O)[CH2:6][CH2:5][CH2:4][CH2:3][CH2:2]1.[NH2:27][C:28]1[CH:33]=[CH:32][C:31]([C:34]([N:36]([CH3:44])[CH2:37][CH2:38][C:39]([O:41]CC)=[O:40])=[O:35])=[CH:30][CH:29]=1. No catalyst specified. The product is [CH:1]1([CH:7]([NH:27][C:28]2[CH:29]=[CH:30][C:31]([C:34]([N:36]([CH3:44])[CH2:37][CH2:38][C:39]([OH:41])=[O:40])=[O:35])=[CH:32][CH:33]=2)[C:9]2[C:10]([O:25][CH3:26])=[N:11][N:12]([C:14]3[CH:19]=[CH:18][C:17]([O:20][C:21]([F:24])([F:23])[F:22])=[CH:16][CH:15]=3)[CH:13]=2)[CH2:6][CH2:5][CH2:4][CH2:3][CH2:2]1. The yield is 0.120. (4) The reactants are [F:1][C:2]1[CH:11]=[C:10]2[C:5]([C:6]([C:29]([O:31]CC)=O)=[N:7][C:8]([C:12]3[CH:17]=[CH:16][CH:15]=[C:14]([C:18]#[C:19][C@:20]([OH:28])([C:22]4[O:23][C:24]([CH3:27])=[CH:25][N:26]=4)[CH3:21])[CH:13]=3)=[N:9]2)=[CH:4][CH:3]=1.[NH3:34]. No catalyst specified. The product is [F:1][C:2]1[CH:11]=[C:10]2[C:5]([C:6]([C:29]([NH2:34])=[O:31])=[N:7][C:8]([C:12]3[CH:17]=[CH:16][CH:15]=[C:14]([C:18]#[C:19][C@:20]([OH:28])([C:22]4[O:23][C:24]([CH3:27])=[CH:25][N:26]=4)[CH3:21])[CH:13]=3)=[N:9]2)=[CH:4][CH:3]=1. The yield is 0.560.